This data is from Full USPTO retrosynthesis dataset with 1.9M reactions from patents (1976-2016). The task is: Predict the reactants needed to synthesize the given product. (1) Given the product [ClH:75].[ClH:75].[F:1][C:2]1[CH:3]=[C:4]([NH:23][C:35]([NH:34][C:32](=[O:33])[CH2:31][C:28]2[CH:29]=[CH:30][C:25]([F:24])=[CH:26][CH:27]=2)=[O:36])[CH:5]=[CH:6][C:7]=1[O:8][C:9]1[CH:14]=[CH:13][N:12]=[CH:11][C:10]=1[C:15]#[C:16][C:17]1[CH:18]=[N:19][CH:20]=[CH:21][CH:22]=1, predict the reactants needed to synthesize it. The reactants are: [F:1][C:2]1[CH:3]=[C:4]([NH2:23])[CH:5]=[CH:6][C:7]=1[O:8][C:9]1[CH:14]=[CH:13][N:12]=[CH:11][C:10]=1[C:15]#[C:16][C:17]1[CH:18]=[N:19][CH:20]=[CH:21][CH:22]=1.[F:24][C:25]1[CH:30]=[CH:29][C:28]([CH2:31][C:32]([N:34]=[C:35]=[O:36])=[O:33])=[CH:27][CH:26]=1.COC1C=CC(CNC2N=CN=C(OC3C=CC(NC(NC(=O)CC4C=CC(F)=CC=4)=O)=CC=3F)C=2)=CC=1.[ClH:75]. (2) Given the product [CH3:1][O:2][C:3](=[O:16])[CH2:4][CH2:5][N:6]1[C:10]2[CH:11]=[CH:12][CH:13]=[CH:14][C:9]=2[N:8]([CH2:28][C:21]2[C:20]3[N:25]([C:26]([CH3:27])=[C:18]([CH3:17])[CH:19]=3)[CH:24]=[CH:23][CH:22]=2)[C:7]1=[O:15], predict the reactants needed to synthesize it. The reactants are: [CH3:1][O:2][C:3](=[O:16])[CH2:4][CH2:5][N:6]1[C:10]2[CH:11]=[CH:12][CH:13]=[CH:14][C:9]=2[NH:8][C:7]1=[O:15].[CH3:17][C:18]1[CH:19]=[C:20]2[N:25]([C:26]=1[CH3:27])[CH:24]=[CH:23][CH:22]=[C:21]2[CH2:28]O.C1(P(C2C=CC=CC=2)C2C=CC=CC=2)C=CC=CC=1.CC(OC(/N=N/C(OC(C)C)=O)=O)C. (3) Given the product [F:35][C:2]1[N:21]=[CH:20][C:5]2[CH2:6][CH2:7][CH:8]3[CH2:15][CH2:14][CH:13]([C:16]([O:18][CH3:19])=[O:17])[CH2:12][N:9]3[C:10](=[O:11])[C:4]=2[CH:3]=1, predict the reactants needed to synthesize it. The reactants are: N[C:2]1[N:21]=[CH:20][C:5]2[CH2:6][CH2:7][CH:8]3[CH2:15][CH2:14][CH:13]([C:16]([O:18][CH3:19])=[O:17])[CH2:12][N:9]3[C:10](=[O:11])[C:4]=2[CH:3]=1.N([O-])=O.[Na+].[NH4+].[OH-].O.N1C=CC=CC=1.[FH:35]. (4) The reactants are: [Cl:1][C:2]1[CH:7]=[CH:6][N:5]=[C:4]([CH2:8][NH:9][C:10]2[O:11][C:12]3[C:18]([O:19][CH3:20])=[CH:17][C:16]([C:21]([N:23]4[CH2:31][CH2:30][CH2:29][C@@:24]4([CH3:32])[C:25]([O:27]C)=[O:26])=[O:22])=[CH:15][C:13]=3[N:14]=2)[CH:3]=1.[OH-].[Li+]. Given the product [Cl:1][C:2]1[CH:7]=[CH:6][N:5]=[C:4]([CH2:8][NH:9][C:10]2[O:11][C:12]3[C:18]([O:19][CH3:20])=[CH:17][C:16]([C:21]([N:23]4[CH2:31][CH2:30][CH2:29][C@@:24]4([CH3:32])[C:25]([OH:27])=[O:26])=[O:22])=[CH:15][C:13]=3[N:14]=2)[CH:3]=1, predict the reactants needed to synthesize it.